Task: Regression. Given a peptide amino acid sequence and an MHC pseudo amino acid sequence, predict their binding affinity value. This is MHC class I binding data.. Dataset: Peptide-MHC class I binding affinity with 185,985 pairs from IEDB/IMGT (1) The binding affinity (normalized) is 0.311. The peptide sequence is SMPVYNRQVL. The MHC is H-2-Kb with pseudo-sequence H-2-Kb. (2) The peptide sequence is YIFEPEKDIR. The MHC is HLA-A11:01 with pseudo-sequence HLA-A11:01. The binding affinity (normalized) is 0. (3) The peptide sequence is KHNSAESAK. The MHC is HLA-A01:01 with pseudo-sequence HLA-A01:01. The binding affinity (normalized) is 0.0847. (4) The peptide sequence is RIGTAATKRY. The MHC is HLA-A68:01 with pseudo-sequence HLA-A68:01. The binding affinity (normalized) is 0. (5) The peptide sequence is EVVGSYIRY. The MHC is HLA-A02:12 with pseudo-sequence HLA-A02:12. The binding affinity (normalized) is 0.0847.